Dataset: Reaction yield outcomes from USPTO patents with 853,638 reactions. Task: Predict the reaction yield, written as a fraction of the theoretical maximum amount of product (1.0 means a 100% yield; for example, 0.34 means a 34% yield). The reactants are [N:1]1[CH:6]=[CH:5][CH:4]=[C:3]([Li])[CH:2]=1.[Li]CCCC.Br[C:14]1[CH:15]=[N:16][CH:17]=[CH:18][CH:19]=1.S1C2C=CC=CC=2[N:22]=[C:21]1[C:29](=[C:32]([S:35][CH3:36])SC)[C:30]#[N:31].[NH4+:37].[Cl-]. The catalyst is C1COCC1.C1CCCCC1.CCOCC. The product is [S:35]1[C:36]2[CH:2]=[CH:3][CH:4]=[CH:5][C:6]=2[N:1]=[C:32]1[C:29]1[C:30]([NH2:31])=[N:37][NH:22][C:21]=1[C:14]1[CH:15]=[N:16][CH:17]=[CH:18][CH:19]=1. The yield is 0.650.